Dataset: Reaction yield outcomes from USPTO patents with 853,638 reactions. Task: Predict the reaction yield, written as a fraction of the theoretical maximum amount of product (1.0 means a 100% yield; for example, 0.34 means a 34% yield). The reactants are S(=O)(=O)(O)O.[C:6]([NH:9][C:10]1[CH:11]=[CH:12][C:13]([Br:20])=[C:14]([CH:19]=1)[C:15]([O:17][CH3:18])=[O:16])(=[O:8])[CH3:7].[N+:21]([O-])([OH:23])=[O:22]. The catalyst is O. The product is [C:6]([NH:9][C:10]1[C:19]([N+:21]([O-:23])=[O:22])=[C:14]([C:13]([Br:20])=[CH:12][CH:11]=1)[C:15]([O:17][CH3:18])=[O:16])(=[O:8])[CH3:7]. The yield is 0.620.